From a dataset of Reaction yield outcomes from USPTO patents with 853,638 reactions. Predict the reaction yield, written as a fraction of the theoretical maximum amount of product (1.0 means a 100% yield; for example, 0.34 means a 34% yield). (1) The reactants are [CH2:1]([C:5]1[N:6]=[C:7]([CH3:27])[NH:8][C:9](=[O:26])[C:10]=1[CH2:11][C:12]1[CH:17]=[CH:16][C:15]([C:18]2[C:19]([C:24]#[N:25])=[CH:20][CH:21]=[CH:22][CH:23]=2)=[CH:14][CH:13]=1)[CH2:2][CH2:3][CH3:4].C(=O)([O-])[O-].[K+].[K+].Cl[CH2:35][C:36]1[N:40]=[C:39]([C:41]2[CH:45]=[CH:44][S:43][CH:42]=2)[O:38][N:37]=1.CN(C)C=O. The catalyst is C(OCC)(=O)C. The product is [CH2:1]([C:5]1[N:6]=[C:7]([CH3:27])[N:8]([CH2:35][C:36]2[N:40]=[C:39]([C:41]3[CH:45]=[CH:44][S:43][CH:42]=3)[O:38][N:37]=2)[C:9](=[O:26])[C:10]=1[CH2:11][C:12]1[CH:17]=[CH:16][C:15]([C:18]2[C:19]([C:24]#[N:25])=[CH:20][CH:21]=[CH:22][CH:23]=2)=[CH:14][CH:13]=1)[CH2:2][CH2:3][CH3:4]. The yield is 0.440. (2) The reactants are CS([O:5][CH2:6][CH:7]([NH:15][C:16]([O:18][C:19]([CH3:22])([CH3:21])[CH3:20])=[O:17])[C:8]1[CH:13]=[CH:12][C:11]([Cl:14])=[CH:10][CH:9]=1)(=O)=O.[C:23]([O-])(=[S:25])[CH3:24].[K+]. The catalyst is CN(C=O)C. The product is [C:23](=[S:25])([O:5][CH2:6][CH:7]([NH:15][C:16]([O:18][C:19]([CH3:20])([CH3:21])[CH3:22])=[O:17])[C:8]1[CH:9]=[CH:10][C:11]([Cl:14])=[CH:12][CH:13]=1)[CH3:24]. The yield is 0.900. (3) The reactants are [CH2:1]([C@H:8]1[CH2:12][O:11][C:10](=[O:13])[N:9]1[C:14]([C@@H:16]1[C@@H:21]([CH3:22])[CH2:20][C:19]([CH3:23])=[CH:18][CH2:17]1)=[O:15])[C:2]1[CH:7]=[CH:6][CH:5]=[CH:4][CH:3]=1. The yield is 0.380. The product is [CH2:1]([C@H:8]1[CH2:12][O:11][C:10](=[O:13])[N:9]1[C:14]([C@H:16]1[CH2:17][CH2:18][C@H:19]([CH3:23])[CH2:20][C@@H:21]1[CH3:22])=[O:15])[C:2]1[CH:3]=[CH:4][CH:5]=[CH:6][CH:7]=1. The catalyst is CCO.[Pd]. (4) The reactants are [NH:1]1[C:5]2=[N:6][CH:7]=[CH:8][C:9]([NH:10][C:11]3[CH:15]=[CH:14][S:13][C:12]=3[C:16]([NH:18][CH2:19][C:20]([O:22]C)=O)=[O:17])=[C:4]2[CH:3]=[CH:2]1.[CH2:24]([NH2:31])[C:25]1[CH:30]=[CH:29][CH:28]=[CH:27][CH:26]=1.C[Al](C)C.O. The catalyst is O1CCCC1. The product is [CH2:24]([NH:31][C:20]([CH2:19][NH:18][C:16]([C:12]1[S:13][CH:14]=[CH:15][C:11]=1[NH:10][C:9]1[CH:8]=[CH:7][N:6]=[C:5]2[NH:1][CH:2]=[CH:3][C:4]=12)=[O:17])=[O:22])[C:25]1[CH:30]=[CH:29][CH:28]=[CH:27][CH:26]=1. The yield is 0.900.